From a dataset of Full USPTO retrosynthesis dataset with 1.9M reactions from patents (1976-2016). Predict the reactants needed to synthesize the given product. (1) Given the product [CH3:16][S:17]([O:1][CH2:2][CH2:3][C:4]1[CH:5]=[CH:6][C:7]([N:10]2[CH2:14][CH2:13][O:12][C:11]2=[O:15])=[CH:8][CH:9]=1)(=[O:19])=[O:18], predict the reactants needed to synthesize it. The reactants are: [OH:1][CH2:2][CH2:3][C:4]1[CH:9]=[CH:8][C:7]([N:10]2[CH2:14][CH2:13][O:12][C:11]2=[O:15])=[CH:6][CH:5]=1.[CH3:16][S:17](Cl)(=[O:19])=[O:18]. (2) The reactants are: C([O-])([O-])=O.[K+].[K+].[C:7]([O:11][C:12]([N:14]1[CH2:19][C@H:18]([CH2:20]Cl)[N:17]([CH2:22][C:23]2[CH:28]=[CH:27][CH:26]=[CH:25][CH:24]=2)[CH2:16][C@H:15]1[CH3:29])=[O:13])([CH3:10])([CH3:9])[CH3:8].Cl.[CH3:31][C@@H:32]1[CH2:37][O:36][CH2:35][CH2:34][NH:33]1. Given the product [C:7]([O:11][C:12]([N:14]1[CH2:19][C@H:18]([CH2:20][N:33]2[CH2:34][CH2:35][O:36][CH2:37][C@H:32]2[CH3:31])[N:17]([CH2:22][C:23]2[CH:28]=[CH:27][CH:26]=[CH:25][CH:24]=2)[CH2:16][C@H:15]1[CH3:29])=[O:13])([CH3:10])([CH3:9])[CH3:8], predict the reactants needed to synthesize it. (3) Given the product [ClH:34].[ClH:34].[ClH:34].[ClH:34].[CH2:1]([N:8]([CH:9]1[CH2:10][CH2:11][N:12]([CH2:15][C:16]2[CH:21]=[CH:20][N:19]=[C:18]([C:22]3[CH:27]=[C:26]([O:28][CH3:29])[C:25]([O:30][CH3:31])=[C:24]([O:32][CH3:33])[CH:23]=3)[CH:17]=2)[CH2:13][CH2:14]1)[CH2:35][C:36]1[CH:37]=[N:38][CH:39]=[C:40]([C:42]2[CH:47]=[C:46]([O:48][CH3:49])[C:45]([O:50][CH3:51])=[C:44]([O:52][CH3:53])[CH:43]=2)[CH:41]=1)[C:2]1[CH:7]=[CH:6][CH:5]=[CH:4][CH:3]=1, predict the reactants needed to synthesize it. The reactants are: [CH2:1]([NH:8][CH:9]1[CH2:14][CH2:13][N:12]([CH2:15][C:16]2[CH:21]=[CH:20][N:19]=[C:18]([C:22]3[CH:27]=[C:26]([O:28][CH3:29])[C:25]([O:30][CH3:31])=[C:24]([O:32][CH3:33])[CH:23]=3)[CH:17]=2)[CH2:11][CH2:10]1)[C:2]1[CH:7]=[CH:6][CH:5]=[CH:4][CH:3]=1.[Cl:34][CH2:35][C:36]1[CH:37]=[N:38][CH:39]=[C:40]([C:42]2[CH:47]=[C:46]([O:48][CH3:49])[C:45]([O:50][CH3:51])=[C:44]([O:52][CH3:53])[CH:43]=2)[CH:41]=1. (4) Given the product [CH2:53]([N:60]([CH3:68])[CH:61]1[CH2:66][CH2:65][CH:64]([NH:67][C:33]([C:30]2[CH:31]=[CH:32][C:27]([C:24]3[CH:23]=[CH:22][C:21]([CH2:20][C@H:19]([NH:18][C:16]([C@H:13]4[CH2:14][CH2:15][C@H:10]([CH2:9][NH:8][C:6](=[O:7])[O:5][C:1]([CH3:2])([CH3:3])[CH3:4])[CH2:11][CH2:12]4)=[O:17])[C:37](=[O:50])[NH:38][C:39]4[CH:44]=[CH:43][C:42]([C:45]5[NH:49][N:48]=[N:47][N:46]=5)=[CH:41][CH:40]=4)=[CH:26][CH:25]=3)=[C:28]([CH3:36])[CH:29]=2)=[O:34])[CH2:63][CH2:62]1)[C:54]1[CH:59]=[CH:58][CH:57]=[CH:56][CH:55]=1, predict the reactants needed to synthesize it. The reactants are: [C:1]([O:5][C:6]([NH:8][CH2:9][C@H:10]1[CH2:15][CH2:14][C@H:13]([C:16]([NH:18][C@H:19]([C:37](=[O:50])[NH:38][C:39]2[CH:44]=[CH:43][C:42]([C:45]3[NH:49][N:48]=[N:47][N:46]=3)=[CH:41][CH:40]=2)[CH2:20][C:21]2[CH:26]=[CH:25][C:24]([C:27]3[CH:32]=[CH:31][C:30]([C:33](O)=[O:34])=[CH:29][C:28]=3[CH3:36])=[CH:23][CH:22]=2)=[O:17])[CH2:12][CH2:11]1)=[O:7])([CH3:4])([CH3:3])[CH3:2].Cl.Cl.[CH2:53]([N:60]([CH3:68])[CH:61]1[CH2:66][CH2:65][CH:64]([NH2:67])[CH2:63][CH2:62]1)[C:54]1[CH:59]=[CH:58][CH:57]=[CH:56][CH:55]=1.C(NC(C)C)(C)C.CN(C(ON1N=NC2C=CC=NC1=2)=[N+](C)C)C.F[P-](F)(F)(F)(F)F. (5) Given the product [CH:1]1([CH2:6][C:7]([NH:10][C:11]2[CH:16]=[N:15][NH:14][C:13](=[O:17])[CH:12]=2)=[O:9])[CH2:2][CH2:3][CH2:4][CH2:5]1, predict the reactants needed to synthesize it. The reactants are: [CH:1]1([CH2:6][C:7]([OH:9])=O)[CH2:5][CH2:4][CH2:3][CH2:2]1.[NH2:10][C:11]1[CH:16]=[N:15][NH:14][C:13](=[O:17])[CH:12]=1.N1C=CC=CC=1.C(P1(=O)OP(CCC)(=O)OP(CCC)(=O)O1)CC.CN(C=O)C. (6) Given the product [CH2:23]([NH:22][C:21]([C:18]1[CH:19]=[CH:20][C:15]([NH:14][C:12]([N:7]2[CH2:6][C:5]3[C:9](=[CH:10][CH:11]=[C:3]([C:1]([NH2:2])=[O:28])[CH:4]=3)[CH2:8]2)=[O:13])=[CH:16][CH:17]=1)=[O:26])[CH2:24][CH3:25], predict the reactants needed to synthesize it. The reactants are: [C:1]([C:3]1[CH:4]=[C:5]2[C:9](=[CH:10][CH:11]=1)[CH2:8][N:7]([C:12]([NH:14][C:15]1[CH:20]=[CH:19][C:18]([C:21](=[O:26])[NH:22][CH2:23][CH2:24][CH3:25])=[CH:17][CH:16]=1)=[O:13])[CH2:6]2)#[N:2].S(=O)(=O)(O)[OH:28]. (7) Given the product [OH:46][C:45]1[CH:53]=[CH:54][C:42]([CH2:41][N:40]([CH2:15][C:16]2[CH:24]=[CH:23][C:19]([C:20]([NH:11][CH2:10][C:9]3[CH:12]=[CH:13][C:6]([CH2:1][CH2:2][CH2:3][CH2:4][CH3:5])=[CH:7][CH:8]=3)=[O:21])=[CH:18][CH:17]=2)[C:33](=[O:34])[CH2:32][O:25][C:26]2[CH:31]=[CH:30][CH:29]=[CH:28][CH:27]=2)=[CH:43][C:44]=1[C:49]([OH:50])=[O:48], predict the reactants needed to synthesize it. The reactants are: [CH2:1]([C:6]1[CH:13]=[CH:12][C:9]([CH2:10][NH2:11])=[CH:8][CH:7]=1)[CH2:2][CH2:3][CH2:4][CH3:5].Cl[CH2:15][C:16]1[CH:24]=[CH:23][C:19]([C:20](Cl)=[O:21])=[CH:18][CH:17]=1.[O:25]([CH2:32][C:33](Cl)=[O:34])[C:26]1[CH:31]=[CH:30][CH:29]=[CH:28][CH:27]=1.C(O)(=O)C.[NH2:40][CH2:41][C:42]1[CH:54]=[CH:53][C:45]2[O:46]C(C)(C)[O:48][C:49](=[O:50])[C:44]=2[CH:43]=1.